The task is: Predict the reactants needed to synthesize the given product.. This data is from Full USPTO retrosynthesis dataset with 1.9M reactions from patents (1976-2016). (1) Given the product [C:24]([NH:1][C:2]1[CH:3]=[C:4]2[C:8](=[CH:9][CH:10]=1)[NH:7][CH:6]=[C:5]2[CH2:11][CH2:12][N:13]1[C:14](=[O:23])[C:15]2[C:20](=[CH:19][CH:18]=[CH:17][CH:16]=2)[C:21]1=[O:22])(=[O:31])[C:25]1[CH:30]=[CH:29][CH:28]=[CH:27][CH:26]=1, predict the reactants needed to synthesize it. The reactants are: [NH2:1][C:2]1[CH:3]=[C:4]2[C:8](=[CH:9][CH:10]=1)[NH:7][CH:6]=[C:5]2[CH2:11][CH2:12][N:13]1[C:21](=[O:22])[C:20]2[C:15](=[CH:16][CH:17]=[CH:18][CH:19]=2)[C:14]1=[O:23].[C:24](Cl)(=[O:31])[C:25]1[CH:30]=[CH:29][CH:28]=[CH:27][CH:26]=1. (2) Given the product [OH:8][CH2:9][C@@H:10]1[CH2:14][C:13](/[CH:15]=[CH:16]/[CH3:17])=[CH:12][N:11]1[C:18]([C:20]1[CH:25]=[C:24]([O:26][CH3:27])[C:23]([O:28][Si:29]([CH:36]([CH3:37])[CH3:38])([CH:33]([CH3:34])[CH3:35])[CH:30]([CH3:32])[CH3:31])=[CH:22][C:21]=1[NH:39][C:40]([O:42][CH2:43][C:44]1[CH:49]=[CH:48][C:47]([NH:50][C:51](=[O:68])[C@@H:52]([NH:54][C:55](=[O:67])[C@@H:56]([NH:60][C:61](=[O:66])[O:62][CH2:63][CH:64]=[CH2:65])[CH:57]([CH3:58])[CH3:59])[CH3:53])=[CH:46][CH:45]=1)=[O:41])=[O:19], predict the reactants needed to synthesize it. The reactants are: [Si]([O:8][CH2:9][C@@H:10]1[CH2:14][C:13](/[CH:15]=[CH:16]/[CH3:17])=[CH:12][N:11]1[C:18]([C:20]1[CH:25]=[C:24]([O:26][CH3:27])[C:23]([O:28][Si:29]([CH:36]([CH3:38])[CH3:37])([CH:33]([CH3:35])[CH3:34])[CH:30]([CH3:32])[CH3:31])=[CH:22][C:21]=1[NH:39][C:40]([O:42][CH2:43][C:44]1[CH:49]=[CH:48][C:47]([NH:50][C:51](=[O:68])[C@@H:52]([NH:54][C:55](=[O:67])[C@@H:56]([NH:60][C:61](=[O:66])[O:62][CH2:63][CH:64]=[CH2:65])[CH:57]([CH3:59])[CH3:58])[CH3:53])=[CH:46][CH:45]=1)=[O:41])=[O:19])(C(C)(C)C)(C)C. (3) Given the product [C:1]12([CH2:11][C:12]([NH:14][C:15]3[CH:24]=[CH:23][CH:22]=[C:21]4[C:16]=3[CH:17]=[CH:18][C:19]([CH2:25][CH2:26][CH2:27][NH:28][CH2:36][CH2:37][CH2:38][OH:39])=[N:20]4)=[O:13])[CH2:10][CH:5]3[CH2:4][CH:3]([CH2:9][CH:7]([CH2:6]3)[CH2:8]1)[CH2:2]2, predict the reactants needed to synthesize it. The reactants are: [C:1]12([CH2:11][C:12]([NH:14][C:15]3[CH:24]=[CH:23][CH:22]=[C:21]4[C:16]=3[CH:17]=[CH:18][C:19]([CH2:25][CH2:26][CH2:27][N:28]([CH2:36][CH2:37][CH2:38][OH:39])C(=O)OC(C)(C)C)=[N:20]4)=[O:13])[CH2:10][CH:5]3[CH2:6][CH:7]([CH2:9][CH:3]([CH2:4]3)[CH2:2]1)[CH2:8]2.Cl. (4) Given the product [C:15]([O:18][CH:19]1[CH2:31][CH2:30][CH2:29][CH2:28][CH2:27][CH2:26][CH2:25][CH:24]([OH:32])[CH:23]=[CH:22][CH2:21][CH2:20]1)(=[O:17])[CH3:16], predict the reactants needed to synthesize it. The reactants are: C(O)CCCCCC(O)CCCC#C.[C:15]([O:18][CH:19]1[CH2:31][CH2:30][CH2:29][CH2:28][CH2:27][CH2:26][CH2:25][CH:24]([O:32][Si](CC)(CC)CC)[CH:23]=[CH:22][CH2:21][CH2:20]1)(=[O:17])[CH3:16].[N+](CCCC)(CCCC)(CCCC)CCCC.[F-].